The task is: Predict the reactants needed to synthesize the given product.. This data is from Full USPTO retrosynthesis dataset with 1.9M reactions from patents (1976-2016). The reactants are: [CH3:1][O:2][CH2:3][CH2:4][N:5]([CH3:18])[S:6]([C:9]1[CH:14]=[CH:13][C:12]([N+:15]([O-])=O)=[CH:11][CH:10]=1)(=[O:8])=[O:7]. Given the product [CH3:1][O:2][CH2:3][CH2:4][N:5]([CH3:18])[S:6]([C:9]1[CH:14]=[CH:13][C:12]([NH2:15])=[CH:11][CH:10]=1)(=[O:8])=[O:7], predict the reactants needed to synthesize it.